From a dataset of Catalyst prediction with 721,799 reactions and 888 catalyst types from USPTO. Predict which catalyst facilitates the given reaction. (1) Reactant: [H-].[Na+].[CH3:3][C:4]1([CH2:8][OH:9])[CH2:7][O:6][CH2:5]1.[NH2:10][C:11]1[CH:16]=[CH:15][N:14]=[C:13](Cl)[N:12]=1. Product: [CH3:3][C:4]1([CH2:8][O:9][C:13]2[N:12]=[C:11]([NH2:10])[CH:16]=[CH:15][N:14]=2)[CH2:7][O:6][CH2:5]1. The catalyst class is: 605. (2) Reactant: [Cl:1][C:2]1[CH:7]=[CH:6][CH:5]=[C:4]([Cl:8])[C:3]=1[CH2:9][OH:10].O[C:12]1[CH:17]=[CH:16][C:15]2[C:18]3([CH2:31][O:32][C:14]=2[CH:13]=1)[CH2:23][CH2:22][N:21]([C:24]([O:26][C:27]([CH3:30])([CH3:29])[CH3:28])=[O:25])[CH2:20][CH2:19]3.C1(P(C2C=CC=CC=2)C2C=CC=CC=2)C=CC=CC=1.CC(OC(/N=N/C(OC(C)C)=O)=O)C. Product: [Cl:1][C:2]1[CH:7]=[CH:6][CH:5]=[C:4]([Cl:8])[C:3]=1[CH2:9][O:10][C:12]1[CH:17]=[CH:16][C:15]2[C:18]3([CH2:31][O:32][C:14]=2[CH:13]=1)[CH2:23][CH2:22][N:21]([C:24]([O:26][C:27]([CH3:28])([CH3:29])[CH3:30])=[O:25])[CH2:20][CH2:19]3. The catalyst class is: 4. (3) Reactant: [O:1]=[C:2]1[CH2:7][CH2:6][N:5]([C:8]([O:10][CH2:11][CH3:12])=[O:9])[CH2:4][CH2:3]1.[CH2:13]([Li])[CH2:14][CH2:15][CH3:16]. Product: [CH2:13]([C:2]1([OH:1])[CH2:3][CH2:4][N:5]([C:8]([O:10][CH2:11][CH3:12])=[O:9])[CH2:6][CH2:7]1)[CH2:14][CH2:15][CH3:16]. The catalyst class is: 627. (4) Reactant: C(O[C:6](=O)[N:7]([CH2:9][CH2:10][C@H:11]1[CH2:16][CH2:15][C@H:14](/[CH:17]=[CH:18]/[CH2:19][OH:20])[CH2:13][CH2:12]1)C)(C)(C)C.[ClH:22]. Product: [ClH:22].[CH3:6][NH:7][CH2:9][CH2:10][C@H:11]1[CH2:16][CH2:15][C@H:14](/[CH:17]=[CH:18]/[CH2:19][OH:20])[CH2:13][CH2:12]1. The catalyst class is: 12. (5) Reactant: [F:1][C:2]1[CH:7]=[CH:6][C:5]([O:8][CH3:9])=[CH:4][C:3]=1[OH:10].Cl[C:12]1[CH:13]=[CH:14][C:15]([N+:27]([O-:29])=[O:28])=[C:16]([CH2:18][NH:19][C:20](=[O:26])[O:21][C:22]([CH3:25])([CH3:24])[CH3:23])[CH:17]=1.[H-].[Na+]. Product: [C:22]([O:21][C:20](=[O:26])[NH:19][CH2:18][C:16]1[CH:17]=[C:12]([O:10][C:3]2[CH:4]=[C:5]([O:8][CH3:9])[CH:6]=[CH:7][C:2]=2[F:1])[CH:13]=[CH:14][C:15]=1[N+:27]([O-:29])=[O:28])([CH3:25])([CH3:23])[CH3:24]. The catalyst class is: 9. (6) Reactant: [Cl:1][C:2]1[CH:3]=[CH:4][C:5]2[N:9]([S:10]([C:13]3[CH:18]=[CH:17][C:16]([O:19][CH3:20])=[CH:15][CH:14]=3)(=[O:12])=[O:11])[C:8](=[O:21])[N:7]([CH:22]([C:41]3[CH:46]=[CH:45][CH:44]=[CH:43][CH:42]=3)[C:23]([NH:25][CH2:26][CH2:27][N:28]3[CH2:33][CH2:32][N:31](C(OC(C)(C)C)=O)[CH2:30][CH2:29]3)=[O:24])[C:6]=2[CH:47]=1.FC(F)(F)C(O)=O. Product: [Cl:1][C:2]1[CH:3]=[CH:4][C:5]2[N:9]([S:10]([C:13]3[CH:18]=[CH:17][C:16]([O:19][CH3:20])=[CH:15][CH:14]=3)(=[O:11])=[O:12])[C:8](=[O:21])[N:7]([CH:22]([C:41]3[CH:46]=[CH:45][CH:44]=[CH:43][CH:42]=3)[C:23]([NH:25][CH2:26][CH2:27][N:28]3[CH2:29][CH2:30][NH:31][CH2:32][CH2:33]3)=[O:24])[C:6]=2[CH:47]=1. The catalyst class is: 4. (7) Reactant: [CH:1]([NH:4][C:5]([C:7]1[C:8]([C:20]2[S:21][CH:22]=[C:23]([C:25]3[CH:30]=[CH:29][CH:28]=[CH:27][CH:26]=3)[N:24]=2)=[N:9][N:10](COCC[Si](C)(C)C)[CH:11]=1)=[O:6])([CH3:3])[CH3:2].FC(F)(F)C(O)=O.CO.[OH-].[NH4+]. Product: [CH:1]([NH:4][C:5]([C:7]1[C:8]([C:20]2[S:21][CH:22]=[C:23]([C:25]3[CH:30]=[CH:29][CH:28]=[CH:27][CH:26]=3)[N:24]=2)=[N:9][NH:10][CH:11]=1)=[O:6])([CH3:3])[CH3:2]. The catalyst class is: 4.